Dataset: Full USPTO retrosynthesis dataset with 1.9M reactions from patents (1976-2016). Task: Predict the reactants needed to synthesize the given product. (1) Given the product [CH2:1]([O:3][C:4](=[O:15])[C:5]1[CH:10]=[C:9]([N+:11]([O-:13])=[O:12])[C:8]([NH:17][CH3:16])=[N:7][CH:6]=1)[CH3:2], predict the reactants needed to synthesize it. The reactants are: [CH2:1]([O:3][C:4](=[O:15])[C:5]1[CH:10]=[C:9]([N+:11]([O-:13])=[O:12])[C:8](Cl)=[N:7][CH:6]=1)[CH3:2].[CH3:16][NH2:17]. (2) Given the product [CH3:24][C@H:23]1[C@@H:15]2[C:6]3([CH2:5][C:4]4[CH:3]=[C:2]([C:34]5[NH:38][N:37]=[CH:36][CH:35]=5)[N:19]=[CH:18][C:17]=4[N:16]2[CH2:20][C@@H:21]([CH3:25])[CH2:22]1)[C:11](=[O:12])[NH:10][C:9](=[O:13])[NH:8][C:7]3=[O:14], predict the reactants needed to synthesize it. The reactants are: Br[C:2]1[N:19]=[CH:18][C:17]2[N:16]3[CH2:20][CH:21]([CH3:25])[CH2:22][CH:23]([CH3:24])[CH:15]3[C:6]3([C:11](=[O:12])[NH:10][C:9](=[O:13])[NH:8][C:7]3=[O:14])[CH2:5][C:4]=2[CH:3]=1.CC1(C)C(C)(C)OB([C:34]2[NH:38][N:37]=[CH:36][CH:35]=2)O1. (3) Given the product [CH:24]1([C:23]2[C:18]([N:15]3[CH2:16][CH2:17][N:12]([C:10]([C:5]4[CH:4]=[CH:3][C:2]([N:31]5[CH2:32][CH2:33][CH2:34][S:30]5(=[O:36])=[O:35])=[CH:9][C:6]=4[C:7]#[N:8])=[O:11])[CH2:13][CH2:14]3)=[N:19][CH:20]=[C:21]([CH:27]3[CH2:29][CH2:28]3)[CH:22]=2)[CH2:26][CH2:25]1, predict the reactants needed to synthesize it. The reactants are: Br[C:2]1[CH:3]=[CH:4][C:5]([C:10]([N:12]2[CH2:17][CH2:16][N:15]([C:18]3[C:23]([CH:24]4[CH2:26][CH2:25]4)=[CH:22][C:21]([CH:27]4[CH2:29][CH2:28]4)=[CH:20][N:19]=3)[CH2:14][CH2:13]2)=[O:11])=[C:6]([CH:9]=1)[C:7]#[N:8].[S:30]1(=[O:36])(=[O:35])[CH2:34][CH2:33][CH2:32][NH:31]1. (4) Given the product [F:1][C:2]1[CH:7]=[C:6]([F:8])[CH:5]=[CH:4][C:3]=1[C:9]1[N:10]=[C:11]2[CH2:17][CH2:16][CH2:15][N:12]2[C:13]=1[C:24]1[CH:25]=[CH:26][C:27]2[N:28]([C:30]([CH:33]([CH3:35])[CH3:34])=[N:31][N:32]=2)[N:29]=1, predict the reactants needed to synthesize it. The reactants are: [F:1][C:2]1[CH:7]=[C:6]([F:8])[CH:5]=[CH:4][C:3]=1[C:9]1[N:10]=[C:11]2[CH2:17][CH2:16][CH2:15][N:12]2[C:13]=1I.C([Mg]Cl)(C)C.I[C:24]1[CH:25]=[CH:26][C:27]2[N:28]([C:30]([CH:33]([CH3:35])[CH3:34])=[N:31][N:32]=2)[N:29]=1.CN(C=O)C. (5) Given the product [CH:24]([C:20]1[CH:19]=[C:18]2[C:23](=[CH:22][CH:21]=1)[N:15]([CH2:2][C:3]1[CH:10]=[CH:9][C:6]([C:7]#[N:8])=[CH:5][C:4]=1[C:11]([F:14])([F:13])[F:12])[N:16]=[CH:17]2)=[O:25], predict the reactants needed to synthesize it. The reactants are: Br[CH2:2][C:3]1[CH:10]=[CH:9][C:6]([C:7]#[N:8])=[CH:5][C:4]=1[C:11]([F:14])([F:13])[F:12].[NH:15]1[C:23]2[C:18](=[CH:19][C:20]([CH:24]=[O:25])=[CH:21][CH:22]=2)[CH:17]=[N:16]1. (6) Given the product [C:41]1([N:47]2[CH:25]=[CH:26][C:27]([C:29]3[CH:30]=[CH:31][C:32]4[O:37][CH2:36][C:35](=[O:38])[NH:34][C:33]=4[CH:39]=3)=[N:48]2)[CH:46]=[CH:45][CH:44]=[CH:43][CH:42]=1, predict the reactants needed to synthesize it. The reactants are: C(C1C=CC2OCC(=O)NC=2C=1)(=O)C.COC(OC)N(C)C.CN(C)[CH:25]=[CH:26][C:27]([C:29]1[CH:30]=[CH:31][C:32]2[O:37][CH2:36][C:35](=[O:38])[NH:34][C:33]=2[CH:39]=1)=O.[C:41]1([NH:47][NH2:48])[CH:46]=[CH:45][CH:44]=[CH:43][CH:42]=1. (7) Given the product [CH3:1][O:2][C:3](=[O:16])[CH:4]([C:8]1[CH:9]=[CH:10][C:11]([CH2:14][NH:15][S:25]([CH3:24])(=[O:27])=[O:26])=[CH:12][CH:13]=1)[CH2:5][CH:6]=[CH2:7], predict the reactants needed to synthesize it. The reactants are: [CH3:1][O:2][C:3](=[O:16])[CH:4]([C:8]1[CH:13]=[CH:12][C:11]([CH2:14][NH2:15])=[CH:10][CH:9]=1)[CH2:5][CH:6]=[CH2:7].C(N(CC)CC)C.[CH3:24][S:25](Cl)(=[O:27])=[O:26]. (8) Given the product [F:1][C:2]([F:7])([F:6])[C:3]([OH:5])=[O:4].[F:8][C:9]([F:14])([F:13])[C:10]([OH:12])=[O:11].[CH2:58]([NH:55][C:56]([N:50]1[CH2:51][CH2:52][CH:47]([CH2:46][C:45]([NH:44][C:36]2[CH:37]=[CH:38][C:39]3[NH:40][C:41]4[N:42]=[C:26]([NH:27][C:28]5[CH:29]=[N:30][CH:31]=[C:32]([CH:54]=5)[CH2:33][CH2:34][C:35]=2[CH:43]=3)[N:25]=[CH:24][C:23]=4[Cl:22])=[O:53])[CH2:48][CH2:49]1)=[O:57])[C:59]1[CH:64]=[CH:3][CH:2]=[CH:17][CH:16]=1, predict the reactants needed to synthesize it. The reactants are: [F:1][C:2]([F:7])([F:6])[C:3]([OH:5])=[O:4].[F:8][C:9]([F:14])([F:13])[C:10]([OH:12])=[O:11].F[C:16](F)(F)[C:17](O)=O.[Cl:22][C:23]1[CH:24]=[N:25][C:26]2[NH:27][C:28]3[CH:29]=[N:30][CH:31]=[C:32]([CH:54]=3)[CH2:33][CH2:34][C:35]3[CH:43]=[C:39]([NH:40][C:41]=1[N:42]=2)[CH:38]=[CH:37][C:36]=3[NH:44][C:45](=[O:53])[CH2:46][CH:47]1[CH2:52][CH2:51][NH:50][CH2:49][CH2:48]1.[N:55]([C:58]1[C:59]([CH3:64])=NOC=1C)=[C:56]=[O:57].